From a dataset of Reaction yield outcomes from USPTO patents with 853,638 reactions. Predict the reaction yield, written as a fraction of the theoretical maximum amount of product (1.0 means a 100% yield; for example, 0.34 means a 34% yield). (1) The reactants are N1C=CC=CC=1.[Br:7][CH2:8][C:9](Br)=[O:10].[C:12]1([C:18]([OH:21])([CH3:20])[CH3:19])[CH:17]=[CH:16][CH:15]=[CH:14][CH:13]=1. The catalyst is ClCCl. The product is [Br:7][CH2:8][C:9]([O:21][C:18]([C:12]1[CH:17]=[CH:16][CH:15]=[CH:14][CH:13]=1)([CH3:20])[CH3:19])=[O:10]. The yield is 0.300. (2) The reactants are [ClH:1].[C:2]1([S:8]([N:11]2[C:15]3=[N:16][CH:17]=[N:18][C:19]([N:20]4[CH2:25][CH2:24][NH:23][CH2:22][CH2:21]4)=[C:14]3[C:13]([Br:26])=[N:12]2)(=[O:10])=[O:9])[CH:7]=[CH:6][CH:5]=[CH:4][CH:3]=1. The catalyst is CO. The product is [ClH:1].[ClH:1].[C:2]1([S:8]([N:11]2[C:15]3=[N:16][CH:17]=[N:18][C:19]([N:20]4[CH2:21][CH2:22][NH:23][CH2:24][CH2:25]4)=[C:14]3[C:13]([Br:26])=[N:12]2)(=[O:9])=[O:10])[CH:3]=[CH:4][CH:5]=[CH:6][CH:7]=1. The yield is 1.00.